Predict the reactants needed to synthesize the given product. From a dataset of Full USPTO retrosynthesis dataset with 1.9M reactions from patents (1976-2016). (1) Given the product [Cl:1][C:2]1[CH:11]=[CH:10][C:9]2[C:4]3[C:3]=1[CH2:12][C:13](=[O:15])[C:5]=3[CH:6]=[CH:7][CH:8]=2.[Cl:16][C:17]1[C:26]2=[C:25]3[C:20]([CH:21]=[CH:22][CH:23]=[C:24]3[CH2:27][C:28]2=[O:30])=[CH:19][CH:18]=1, predict the reactants needed to synthesize it. The reactants are: [Cl:1][C:2]1[CH:11]=[CH:10][C:9]2[C:4](=[CH:5][CH:6]=[CH:7][CH:8]=2)[C:3]=1[CH2:12][C:13]([OH:15])=O.[Cl:16][C:17]1[CH:26]=[C:25]2[C:20]([CH:21]=[CH:22][CH:23]=[C:24]2[CH2:27][C:28]([OH:30])=O)=[CH:19][CH:18]=1. (2) Given the product [OH:4][CH2:5][C:6]1[N:10]([C:11]2[CH:12]=[C:13]([CH:14]=[C:15]([C:17]([F:20])([F:19])[F:18])[CH:16]=2)[C:21]([NH2:22])=[O:23])[N:9]=[N:8][N:7]=1, predict the reactants needed to synthesize it. The reactants are: C([O:4][CH2:5][C:6]1[N:10]([C:11]2[CH:16]=[C:15]([C:17]([F:20])([F:19])[F:18])[CH:14]=[C:13]([C:21]#[N:22])[CH:12]=2)[N:9]=[N:8][N:7]=1)(=O)C.[OH2:23].[OH-].[Li+].